Dataset: Forward reaction prediction with 1.9M reactions from USPTO patents (1976-2016). Task: Predict the product of the given reaction. (1) Given the reactants [NH2:1][C:2]1[CH:3]=[C:4]([C:12]([N:14]2[CH2:19][CH2:18][O:17][CH2:16][CH2:15]2)=O)[CH:5]=[C:6]([C:8]([F:11])([F:10])[F:9])[CH:7]=1, predict the reaction product. The product is: [N:14]1([CH2:12][C:4]2[CH:3]=[C:2]([NH2:1])[CH:7]=[C:6]([C:8]([F:9])([F:11])[F:10])[CH:5]=2)[CH2:19][CH2:18][O:17][CH2:16][CH2:15]1. (2) Given the reactants [NH2:1][C:2]1[CH:10]=[CH:9][CH:8]=[C:7]2[C:3]=1[CH2:4][CH2:5][CH:6]2[N:11]1[CH:16]=[CH:15][CH:14]=[C:13]([C:17]([NH:19][C:20]2[CH:25]=[CH:24][N:23]=[CH:22][CH:21]=2)=[O:18])[C:12]1=[O:26].[C:27](Cl)(=[O:29])[CH3:28].CCN(CC)CC, predict the reaction product. The product is: [C:27]([NH:1][C:2]1[CH:10]=[CH:9][CH:8]=[C:7]2[C:3]=1[CH2:4][CH2:5][CH:6]2[N:11]1[CH:16]=[CH:15][CH:14]=[C:13]([C:17]([NH:19][C:20]2[CH:25]=[CH:24][N:23]=[CH:22][CH:21]=2)=[O:18])[C:12]1=[O:26])(=[O:29])[CH3:28]. (3) Given the reactants Br[C:2]1[CH:11]=[C:10]2[C:5]([C:6]([Cl:15])=[C:7]([C:12]([NH2:14])=[O:13])[CH:8]=[N:9]2)=[CH:4][CH:3]=1.[CH3:16][O:17][C:18]1[N:23]=[C:22]([O:24][CH3:25])[C:21](B(O)O)=[CH:20][N:19]=1.C(=O)([O-])[O-].[K+].[K+], predict the reaction product. The product is: [CH3:16][O:17][C:18]1[N:23]=[C:22]([O:24][CH3:25])[C:21]([C:2]2[CH:11]=[C:10]3[C:5]([C:6]([Cl:15])=[C:7]([C:12]([NH2:14])=[O:13])[CH:8]=[N:9]3)=[CH:4][CH:3]=2)=[CH:20][N:19]=1. (4) Given the reactants C([O:5][C:6](=[O:15])[NH:7][C:8]1[CH:13]=[CH:12][CH:11]=[C:10](F)[CH:9]=1)(C)(C)C.C([Li])(C)(C)C.CN([CH:24]=[O:25])C, predict the reaction product. The product is: [O:15]=[C:6]1[NH:7][C:8]2[CH:9]=[CH:10][CH:11]=[C:12]([CH:24]=[O:25])[C:13]=2[O:5]1. (5) Given the reactants Br[C:2]1[N:3]=[C:4]2[C:10]([C:11](=[O:16])[C:12]([CH3:15])([CH3:14])[CH3:13])=[CH:9][NH:8][C:5]2=[N:6][CH:7]=1.[OH:17][CH2:18][CH2:19][CH2:20][C:21]1[CH:22]=[C:23](B(O)O)[CH:24]=[CH:25][CH:26]=1, predict the reaction product. The product is: [OH:17][CH2:18][CH2:19][CH2:20][C:21]1[CH:26]=[C:25]([C:2]2[N:3]=[C:4]3[C:10]([C:11](=[O:16])[C:12]([CH3:15])([CH3:14])[CH3:13])=[CH:9][NH:8][C:5]3=[N:6][CH:7]=2)[CH:24]=[CH:23][CH:22]=1. (6) Given the reactants Br[C:2]1[CH:7]=[CH:6][C:5]([NH:8][S:9]([C:12]2[S:16][C:15]3[CH:17]=[CH:18][C:19]([F:21])=[CH:20][C:14]=3[C:13]=2[CH2:22][CH:23]([CH3:25])[CH3:24])(=[O:11])=[O:10])=[C:4]([C:26]([F:29])([F:28])[F:27])[CH:3]=1.[N:30]1[CH:35]=[CH:34][C:33](B(O)O)=[CH:32][CH:31]=1, predict the reaction product. The product is: [N:30]1[CH:35]=[CH:34][C:33]([C:2]2[CH:7]=[CH:6][C:5]([NH:8][S:9]([C:12]3[S:16][C:15]4[CH:17]=[CH:18][C:19]([F:21])=[CH:20][C:14]=4[C:13]=3[CH2:22][CH:23]([CH3:25])[CH3:24])(=[O:10])=[O:11])=[C:4]([C:26]([F:29])([F:27])[F:28])[CH:3]=2)=[CH:32][CH:31]=1. (7) Given the reactants [C:1]1([S:7]([NH2:10])(=[O:9])=[O:8])[CH:6]=[CH:5][CH:4]=[CH:3][CH:2]=1.C(=O)([O-])[O-].[K+].[K+].[Cl:17][C:18]1[CH:26]=[C:25]([Cl:27])[CH:24]=[CH:23][C:19]=1[C:20](Cl)=[O:21].Cl, predict the reaction product. The product is: [Cl:17][C:18]1[CH:26]=[C:25]([Cl:27])[CH:24]=[CH:23][C:19]=1[C:20]([NH:10][S:7]([C:1]1[CH:6]=[CH:5][CH:4]=[CH:3][CH:2]=1)(=[O:9])=[O:8])=[O:21].